Predict the reactants needed to synthesize the given product. From a dataset of Full USPTO retrosynthesis dataset with 1.9M reactions from patents (1976-2016). (1) The reactants are: [F:1][C:2]1[CH:7]=[CH:6][C:5]([SH:8])=[CH:4][CH:3]=1.Cl[C:10]1[CH:15]=[CH:14][C:13]([N+:16]([O-:18])=[O:17])=[CH:12][CH:11]=1.C(=O)([O-])[O-].[K+].[K+]. Given the product [F:1][C:2]1[CH:7]=[CH:6][C:5]([S:8][C:10]2[CH:15]=[CH:14][C:13]([N+:16]([O-:18])=[O:17])=[CH:12][CH:11]=2)=[CH:4][CH:3]=1, predict the reactants needed to synthesize it. (2) Given the product [O-:12][N+:4]1[C:5]2[CH:11]=[CH:10][CH:9]=[CH:8][C:6]=2[N:7]=[C:2]([NH:20][CH2:21][CH2:22][CH2:23][N:24]([CH2:32][CH2:33][CH2:34][NH:35][C:18]2[N:3]=[N+:4]([O-:12])[C:5]3[CH:6]=[CH:8][CH:9]=[CH:17][C:16]=3[N:15]=2)[C:25](=[O:31])[O:26][C:27]([CH3:29])([CH3:30])[CH3:28])[N:3]=1, predict the reactants needed to synthesize it. The reactants are: Cl[C:2]1[N:3]=[N+:4]([O-:12])[C:5]2[CH:11]=[CH:10][CH:9]=[CH:8][C:6]=2[N:7]=1.CC[N:15]([CH2:18]C)[CH2:16][CH3:17].[NH2:20][CH2:21][CH2:22][CH2:23][N:24]([CH2:32][CH2:33][CH2:34][NH2:35])[C:25](=[O:31])[O:26][C:27]([CH3:30])([CH3:29])[CH3:28]. (3) Given the product [F:11][CH:15]1[CH:20]([C:21]2[CH:26]=[CH:25][C:24]([C:27]([F:30])([F:29])[F:28])=[CH:23][CH:22]=2)[CH2:19][CH2:18][N:17]([C:31]([O:33][C:34]([CH3:37])([CH3:36])[CH3:35])=[O:32])[CH2:16]1, predict the reactants needed to synthesize it. The reactants are: COCCN(S(F)(F)[F:11])CCOC.O[CH:15]1[CH:20]([C:21]2[CH:26]=[CH:25][C:24]([C:27]([F:30])([F:29])[F:28])=[CH:23][CH:22]=2)[CH2:19][CH2:18][N:17]([C:31]([O:33][C:34]([CH3:37])([CH3:36])[CH3:35])=[O:32])[CH2:16]1.C(=O)(O)[O-]. (4) Given the product [CH2:10]([NH:17][CH2:18][CH2:19][C:20]1[CH:21]=[CH:22][C:23]([O:26][C:2]2[CH:9]=[CH:8][C:5]([C:6]#[N:7])=[CH:4][CH:3]=2)=[CH:24][CH:25]=1)[C:11]1[CH:12]=[CH:13][CH:14]=[CH:15][CH:16]=1, predict the reactants needed to synthesize it. The reactants are: F[C:2]1[CH:9]=[CH:8][C:5]([C:6]#[N:7])=[CH:4][CH:3]=1.[CH2:10]([NH:17][CH2:18][CH2:19][C:20]1[CH:25]=[CH:24][C:23]([OH:26])=[CH:22][CH:21]=1)[C:11]1[CH:16]=[CH:15][CH:14]=[CH:13][CH:12]=1. (5) Given the product [Cl:25][C:20]1[CH:21]=[CH:22][CH:23]=[CH:24][C:19]=1[C:17]1[C:16](=[O:26])[N:15]([CH3:27])[C:13]2[N:14]=[C:9]([NH:8][C:4]3[CH:3]=[C:2]([NH:1][C:31](=[O:32])[C:30]([C:28]#[N:29])=[CH:34][CH:35]4[CH2:37][CH2:36]4)[CH:7]=[CH:6][CH:5]=3)[N:10]=[CH:11][C:12]=2[CH:18]=1, predict the reactants needed to synthesize it. The reactants are: [NH2:1][C:2]1[CH:3]=[C:4]([NH:8][C:9]2[N:10]=[CH:11][C:12]3[CH:18]=[C:17]([C:19]4[CH:24]=[CH:23][CH:22]=[CH:21][C:20]=4[Cl:25])[C:16](=[O:26])[N:15]([CH3:27])[C:13]=3[N:14]=2)[CH:5]=[CH:6][CH:7]=1.[C:28]([C:30](=[CH:34][CH:35]1[CH2:37][CH2:36]1)[C:31](O)=[O:32])#[N:29].CN(C(ON1N=NC2C=CC=NC1=2)=[N+](C)C)C.F[P-](F)(F)(F)(F)F.CCN(C(C)C)C(C)C. (6) Given the product [Br:1][C:2]1[CH:3]=[C:4]2[C:9](=[CH:10][CH:11]=1)[N:8]([CH3:24])[C:7](=[O:12])[C:6]([C:13]1[NH:14][CH:15]=[N:16][CH:17]=1)=[C:5]2[C:18]1[CH:23]=[CH:22][CH:21]=[CH:20][CH:19]=1, predict the reactants needed to synthesize it. The reactants are: [Br:1][C:2]1[CH:3]=[C:4]2[C:9](=[CH:10][CH:11]=1)[NH:8][C:7](=[O:12])[C:6]([C:13]1[NH:14][CH:15]=[N:16][CH:17]=1)=[C:5]2[C:18]1[CH:23]=[CH:22][CH:21]=[CH:20][CH:19]=1.[C:24]([O-])([O-])=O.[K+].[K+].CI. (7) Given the product [Cl:1][C:2]1[C:7]([F:8])=[C:6]([CH2:20][OH:21])[CH:5]=[CH:4][N:3]=1, predict the reactants needed to synthesize it. The reactants are: [Cl:1][C:2]1[C:7]([F:8])=[CH:6][CH:5]=[CH:4][N:3]=1.C([N-]C(C)C)(C)C.[Li+].CN([CH:20]=[O:21])C.[BH4-].[Na+].